Dataset: Reaction yield outcomes from USPTO patents with 853,638 reactions. Task: Predict the reaction yield, written as a fraction of the theoretical maximum amount of product (1.0 means a 100% yield; for example, 0.34 means a 34% yield). (1) The yield is 0.780. The product is [F:1][C:2]1[CH:7]=[CH:6][C:5]([N+:10]([O-:12])=[O:11])=[C:4]([F:8])[C:3]=1[CH3:9]. The catalyst is OS(O)(=O)=O. The reactants are [F:1][C:2]1[CH:7]=[CH:6][CH:5]=[C:4]([F:8])[C:3]=1[CH3:9].[N+:10]([O-])([OH:12])=[O:11]. (2) The reactants are C(N1CCN(C2C=CC([NH:20][C:21]3[C:26]([F:27])=[CH:25][N:24]=[C:23](Cl)[N:22]=3)=CC=2)CC1)C1C=CC=CC=1.[CH2:29]1[CH2:39][O:38][C:37]2[CH:36]=[CH:35][C:33]([NH2:34])=[CH:32][C:31]=2[O:30]1. No catalyst specified. The product is [CH2:29]1[CH2:39][O:38][C:37]2[CH:36]=[CH:35][C:33]([NH:34][C:23]3[N:22]=[C:21]([NH2:20])[C:26]([F:27])=[CH:25][N:24]=3)=[CH:32][C:31]=2[O:30]1. The yield is 0.630. (3) The reactants are C[C@@]1(C2C=CC3C(=CC=C(O[C@H]4CC[C@H]([C:18]([F:21])([F:20])[F:19])CC4)C=3[C:18]([F:21])([F:20])[F:19])C=2)COC(=O)N1.[CH3:33][O:34][C:35](=[O:65])[CH2:36][CH2:37][C:38]([C:43]1[CH:52]=[CH:51][C:50]2[C:45](=[CH:46][CH:47]=[C:48]([O:54][C@H:55]3[CH2:60][CH2:59][C@H:58]([C:61]([F:64])([F:63])[F:62])[CH2:57][CH2:56]3)[C:49]=2I)[CH:44]=1)([N+:40]([O-:42])=[O:41])[CH3:39]. No catalyst specified. The product is [CH3:33][O:34][C:35](=[O:65])[CH2:36][CH2:37][C:38]([N+:40]([O-:42])=[O:41])([C:43]1[CH:52]=[CH:51][C:50]2[C:45](=[CH:46][CH:47]=[C:48]([O:54][CH:55]3[CH2:60][CH2:59][CH:58]([C:61]([F:64])([F:63])[F:62])[CH2:57][CH2:56]3)[C:49]=2[C:18]([F:21])([F:20])[F:19])[CH:44]=1)[CH3:39]. The yield is 0.830. (4) The reactants are [NH:1]1[CH:5]=[CH:4][N:3]=[C:2]1[CH:6]=[O:7].C(N(CC)C(C)C)(C)C.[C:17](Cl)([C:30]1[CH:35]=[CH:34][CH:33]=[CH:32][CH:31]=1)([C:24]1[CH:29]=[CH:28][CH:27]=[CH:26][CH:25]=1)[C:18]1[CH:23]=[CH:22][CH:21]=[CH:20][CH:19]=1. The catalyst is CN(C=O)C. The product is [C:17]([N:1]1[CH:5]=[CH:4][N:3]=[C:2]1[CH:6]=[O:7])([C:18]1[CH:23]=[CH:22][CH:21]=[CH:20][CH:19]=1)([C:30]1[CH:31]=[CH:32][CH:33]=[CH:34][CH:35]=1)[C:24]1[CH:25]=[CH:26][CH:27]=[CH:28][CH:29]=1. The yield is 0.460. (5) The reactants are [Cl:1][C:2]1[CH:7]=[CH:6][C:5]([C:8]2[CH:13]=[N:12][N:11]3[C:14](=O)[NH:15][N:16]=[C:10]3[C:9]=2[C:18]2[CH:23]=[CH:22][C:21]([Cl:24])=[CH:20][CH:19]=2)=[CH:4][CH:3]=1.[C:25]([O-:28])([O-])=O.[K+].[K+].CN([CH:34]=[O:35])C. The catalyst is C(OCC)(=O)C.Cl. The product is [Cl:1][C:2]1[CH:7]=[CH:6][C:5]([C:8]2[CH:13]=[N:12][N:11]3[C:25](=[O:28])[N:15]([CH2:14][C@@H:34]([C:4]4[CH:5]=[CH:6][CH:7]=[C:2]([Cl:1])[CH:3]=4)[OH:35])[N:16]=[C:10]3[C:9]=2[C:18]2[CH:19]=[CH:20][C:21]([Cl:24])=[CH:22][CH:23]=2)=[CH:4][CH:3]=1. The yield is 0.520. (6) The reactants are C(N(CC)CC)C.Cl.[Cl:9][CH2:10][CH2:11][NH:12][CH2:13][CH2:14][Cl:15].[CH3:16][S:17](Cl)(=[O:19])=[O:18].O. The catalyst is ClCCl. The product is [Cl:9][CH2:10][CH2:11][N:12]([CH2:13][CH2:14][Cl:15])[S:17]([CH3:16])(=[O:19])=[O:18]. The yield is 0.940.